Task: Regression. Given a peptide amino acid sequence and an MHC pseudo amino acid sequence, predict their binding affinity value. This is MHC class II binding data.. Dataset: Peptide-MHC class II binding affinity with 134,281 pairs from IEDB (1) The peptide sequence is AAATAGTTVYIAFAA. The MHC is HLA-DQA10501-DQB10301 with pseudo-sequence HLA-DQA10501-DQB10301. The binding affinity (normalized) is 0.621. (2) The peptide sequence is CKRTYSDRGWGNGCG. The MHC is HLA-DQA10103-DQB10603 with pseudo-sequence HLA-DQA10103-DQB10603. The binding affinity (normalized) is 0. (3) The peptide sequence is GKSTRSTTDSGKVIP. The MHC is DRB1_0701 with pseudo-sequence DRB1_0701. The binding affinity (normalized) is 0.273. (4) The peptide sequence is KQKLALGGSIAVKIT. The MHC is DRB1_0101 with pseudo-sequence DRB1_0101. The binding affinity (normalized) is 1.00. (5) The peptide sequence is NYLALLVKYVNGDGD. The MHC is DRB1_1602 with pseudo-sequence DRB1_1602. The binding affinity (normalized) is 0.382. (6) The peptide sequence is TKLDSEIKSWLAFAA. The MHC is DRB1_0901 with pseudo-sequence DRB1_0901. The binding affinity (normalized) is 0.703. (7) The peptide sequence is LDYKECEWPLTHTIG. The MHC is HLA-DQA10201-DQB10301 with pseudo-sequence HLA-DQA10201-DQB10301. The binding affinity (normalized) is 0. (8) The peptide sequence is LSDISLKLTSGKIAS. The MHC is HLA-DQA10501-DQB10301 with pseudo-sequence HLA-DQA10501-DQB10301. The binding affinity (normalized) is 0.564. (9) The peptide sequence is ALHIIAGTPEVHAVK. The MHC is DRB1_1501 with pseudo-sequence DRB1_1501. The binding affinity (normalized) is 0.553. (10) The binding affinity (normalized) is 0. The MHC is HLA-DQA10101-DQB10501 with pseudo-sequence HLA-DQA10101-DQB10501. The peptide sequence is CKYGSLKPNCGNKVV.